Dataset: NCI-60 drug combinations with 297,098 pairs across 59 cell lines. Task: Regression. Given two drug SMILES strings and cell line genomic features, predict the synergy score measuring deviation from expected non-interaction effect. (1) Drug 1: CC1=C(C(CCC1)(C)C)C=CC(=CC=CC(=CC(=O)O)C)C. Drug 2: C1=NC(=NC(=O)N1C2C(C(C(O2)CO)O)O)N. Cell line: SR. Synergy scores: CSS=58.1, Synergy_ZIP=1.04, Synergy_Bliss=-6.68, Synergy_Loewe=-33.0, Synergy_HSA=-9.43. (2) Drug 1: C1CC(=O)NC(=O)C1N2CC3=C(C2=O)C=CC=C3N. Drug 2: COC1=C2C(=CC3=C1OC=C3)C=CC(=O)O2. Cell line: MDA-MB-435. Synergy scores: CSS=-0.287, Synergy_ZIP=-0.120, Synergy_Bliss=-2.53, Synergy_Loewe=-2.44, Synergy_HSA=-3.56.